Dataset: Reaction yield outcomes from USPTO patents with 853,638 reactions. Task: Predict the reaction yield, written as a fraction of the theoretical maximum amount of product (1.0 means a 100% yield; for example, 0.34 means a 34% yield). (1) The catalyst is CC(O)C. The reactants are [F:1][C:2]([F:35])([F:34])[C:3]1[N:7]2[CH2:8][CH2:9][N:10]([C:12](=[O:33])[CH2:13][C@H:14]([NH:25]C(=O)OC(C)(C)C)[CH2:15][C:16]3[CH:21]=[C:20]([F:22])[C:19]([F:23])=[CH:18][C:17]=3[F:24])[CH2:11][C:6]2=[N:5][N:4]=1.Cl. The product is [CH:21]1[C:16]([CH2:15][C@@H:14]([NH2:25])[CH2:13][C:12]([N:10]2[CH2:11][C:6]3=[N:5][N:4]=[C:3]([C:2]([F:35])([F:34])[F:1])[N:7]3[CH2:8][CH2:9]2)=[O:33])=[C:17]([F:24])[CH:18]=[C:19]([F:23])[C:20]=1[F:22]. The yield is 0.770. (2) The reactants are [C:1]([N:11]1[CH2:15][CH2:14][C@H:13]([NH:16][CH:17]2[CH2:22][CH2:21][CH2:20][CH2:19][CH2:18]2)[CH2:12]1)([O:3][CH2:4][C:5]1[CH:10]=[CH:9][CH:8]=[CH:7][CH:6]=1)=[O:2].CCN(C(C)C)C(C)C.CN(C(ON1N=NC2C=CC=CC1=2)=[N+](C)C)C.F[P-](F)(F)(F)(F)F.[NH:56]([C:61]([O:63][C:64]([CH3:67])([CH3:66])[CH3:65])=[O:62])[CH2:57][C:58](O)=[O:59]. The catalyst is CN(C=O)C. The product is [C:1]([N:11]1[CH2:15][CH2:14][C@H:13]([N:16]([CH:17]2[CH2:22][CH2:21][CH2:20][CH2:19][CH2:18]2)[C:58](=[O:59])[CH2:57][NH:56][C:61]([O:63][C:64]([CH3:66])([CH3:65])[CH3:67])=[O:62])[CH2:12]1)([O:3][CH2:4][C:5]1[CH:6]=[CH:7][CH:8]=[CH:9][CH:10]=1)=[O:2]. The yield is 0.920. (3) The catalyst is C1COCC1.CCOCC. The yield is 0.734. The product is [C:1]([O:5][C:6]([N:8]1[C:13]([CH3:21])=[CH:12][C:11]([Cl:14])=[CH:10][CH:9]1[CH2:15][CH2:16][CH2:17][CH2:18][CH2:19][CH3:20])=[O:7])([CH3:4])([CH3:3])[CH3:2]. The reactants are [C:1]([O:5][C:6]([N:8]1[CH:13]=[CH:12][C:11]([Cl:14])=[CH:10][CH:9]1[CH2:15][CH2:16][CH2:17][CH2:18][CH2:19][CH3:20])=[O:7])([CH3:4])([CH3:3])[CH3:2].[CH2:21]([Li])CCC.IC.O. (4) The reactants are [C:1]([C:3]([N:6]1[C:14]2[C:9](=[CH:10][CH:11]=[C:12]([C:15]([O:17][CH2:18][CH3:19])=[O:16])[CH:13]=2)[CH:8]=[C:7]1[C:20]([O:22]CC)=O)([CH3:5])[CH3:4])#[N:2]. The catalyst is [Ni].O. The product is [CH3:4][C:3]1([CH3:5])[N:6]2[C:14]3[CH:13]=[C:12]([C:15]([O:17][CH2:18][CH3:19])=[O:16])[CH:11]=[CH:10][C:9]=3[CH:8]=[C:7]2[C:20](=[O:22])[NH:2][CH2:1]1. The yield is 0.950. (5) The reactants are [CH2:1]([O:8][C:9]1[CH:14]=[CH:13][C:12]([CH2:15][C:16]#[N:17])=[CH:11][C:10]=1[O:18][CH3:19])[C:2]1[CH:7]=[CH:6][CH:5]=[CH:4][CH:3]=1.[OH-].[Na+].Br[CH2:23][CH2:24][CH2:25]Br. The catalyst is ClCCl.CCCC[N+](CCCC)(CCCC)CCCC.[Br-]. The product is [CH2:1]([O:8][C:9]1[CH:14]=[CH:13][C:12]([C:15]2([C:16]#[N:17])[CH2:25][CH2:24][CH2:23]2)=[CH:11][C:10]=1[O:18][CH3:19])[C:2]1[CH:7]=[CH:6][CH:5]=[CH:4][CH:3]=1. The yield is 0.500. (6) The reactants are [CH:1]1([OH:7])[CH2:6][CH2:5][CH2:4][CH2:3][CH2:2]1.[Na].[Cl:9][C:10]1[CH:19]=[CH:18][C:17]2[C:16](=[O:20])[CH2:15][C:14]([CH3:22])([CH3:21])[CH2:13][C:12]=2[N:11]=1.O. The catalyst is C(OCC)C. The product is [ClH:9].[CH:1]1([O:7][C:10]2[CH:19]=[CH:18][C:17]3[C:16](=[O:20])[CH2:15][C:14]([CH3:22])([CH3:21])[CH2:13][C:12]=3[N:11]=2)[CH2:6][CH2:5][CH2:4][CH2:3][CH2:2]1. The yield is 0.470. (7) The reactants are [CH3:1][O:2][CH2:3][CH2:4][O:5][C:6]1[CH:7]=[C:8]2[C:12](=[C:13]([N:15]([CH3:25])[S:16]([C:19]3[CH:24]=[CH:23][CH:22]=[CH:21][N:20]=3)(=[O:18])=[O:17])[CH:14]=1)[NH:11][C:10]([C:26](O)=[O:27])=[CH:9]2.[CH2:29]([S:36][CH:37]([CH:40]([O:43][CH3:44])[O:41][CH3:42])[CH2:38][NH2:39])[C:30]1[CH:35]=[CH:34][CH:33]=[CH:32][CH:31]=1.C(N(C(C)C)CC)(C)C.F[P-](F)(F)(F)(F)F.N1(OC(N(C)C)=[N+](C)C)C2N=CC=CC=2N=N1. The yield is 0.800. The catalyst is O.CN(C)C=O. The product is [CH2:29]([S:36][CH:37]([CH:40]([O:41][CH3:42])[O:43][CH3:44])[CH2:38][NH:39][C:26]([C:10]1[NH:11][C:12]2[C:8]([CH:9]=1)=[CH:7][C:6]([O:5][CH2:4][CH2:3][O:2][CH3:1])=[CH:14][C:13]=2[N:15]([CH3:25])[S:16]([C:19]1[CH:24]=[CH:23][CH:22]=[CH:21][N:20]=1)(=[O:18])=[O:17])=[O:27])[C:30]1[CH:35]=[CH:34][CH:33]=[CH:32][CH:31]=1.